From a dataset of Reaction yield outcomes from USPTO patents with 853,638 reactions. Predict the reaction yield, written as a fraction of the theoretical maximum amount of product (1.0 means a 100% yield; for example, 0.34 means a 34% yield). (1) The reactants are [C@@H:1]12[CH2:7][C@@H:4]([CH2:5][CH2:6]1)[C@@H:3]([C:8]([O:10]C)=[O:9])[N:2]2[C:12]([O:14][C:15]([CH3:18])([CH3:17])[CH3:16])=[O:13].CO.[OH-].[Li+]. The catalyst is C1COCC1. The product is [C:15]([O:14][C:12]([N:2]1[C@H:3]([C:8]([OH:10])=[O:9])[C@H:4]2[CH2:7][C@@H:1]1[CH2:6][CH2:5]2)=[O:13])([CH3:18])([CH3:16])[CH3:17]. The yield is 0.860. (2) The reactants are Br[C:2]1[CH:11]=[CH:10][C:9]([O:12][CH3:13])=[C:8]2[C:3]=1[CH:4]=[C:5]([C:18]([O:20][CH2:21][CH3:22])=[O:19])[CH:6]([C:14]([F:17])([F:16])[F:15])[O:7]2.[CH3:23]B1OB(C)OB(C)O1.C(Cl)Cl.C([O-])([O-])=O.[Cs+].[Cs+]. The catalyst is O1CCOCC1.CCOC(C)=O.C1C=CC(P(C2C=CC=CC=2)[C-]2C=CC=C2)=CC=1.C1C=CC(P(C2C=CC=CC=2)[C-]2C=CC=C2)=CC=1.Cl[Pd]Cl.[Fe+2].O. The product is [CH3:13][O:12][C:9]1[CH:10]=[CH:11][C:2]([CH3:23])=[C:3]2[C:8]=1[O:7][CH:6]([C:14]([F:17])([F:16])[F:15])[C:5]([C:18]([O:20][CH2:21][CH3:22])=[O:19])=[CH:4]2. The yield is 0.740.